Dataset: Forward reaction prediction with 1.9M reactions from USPTO patents (1976-2016). Task: Predict the product of the given reaction. (1) Given the reactants [H-].[Na+].[CH:3]([Si:6]([CH:20]([CH3:22])[CH3:21])([CH:17]([CH3:19])[CH3:18])[O:7][C:8]1[CH:16]=[CH:15][CH:14]=[C:13]2[C:9]=1[CH:10]=[CH:11][NH:12]2)([CH3:5])[CH3:4].Cl[C:24]1[CH:29]=[CH:28][N:27]=[C:26]([S:30][CH3:31])[N:25]=1, predict the reaction product. The product is: [CH3:31][S:30][C:26]1[N:27]=[C:28]([N:12]2[C:13]3[C:9](=[C:8]([O:7][Si:6]([CH:3]([CH3:5])[CH3:4])([CH:17]([CH3:19])[CH3:18])[CH:20]([CH3:22])[CH3:21])[CH:16]=[CH:15][CH:14]=3)[CH:10]=[CH:11]2)[CH:29]=[CH:24][N:25]=1. (2) Given the reactants Cl.CN(C)CCCCl.[CH3:9][N:10]([CH3:42])[CH2:11][CH2:12][CH2:13][O:14][CH2:15][C:16]1[N:17](COCC[Si](C)(C)C)[N:18]=[C:19]2[C:25]=1[C:24]1[CH:26]=[CH:27][CH:28]=[CH:29][C:23]=1[S:22][C:21]1[CH:30]=[CH:31][CH:32]=[CH:33][C:20]2=1, predict the reaction product. The product is: [CH3:42][N:10]([CH3:9])[CH2:11][CH2:12][CH2:13][O:14][CH2:15][C:16]1[NH:17][N:18]=[C:19]2[C:25]=1[C:24]1[CH:26]=[CH:27][CH:28]=[CH:29][C:23]=1[S:22][C:21]1[CH:30]=[CH:31][CH:32]=[CH:33][C:20]2=1. (3) Given the reactants [NH2:1][C:2]1[N:6]([C:7]2[CH:12]=[C:11]([S:13][CH2:14][C:15]([F:18])([F:17])[F:16])[C:10]([CH3:19])=[CH:9][C:8]=2[F:20])[N:5]=[C:4]([O:21][C:22]([F:30])([F:29])[CH:23]([F:28])[C:24]([F:27])([F:26])[F:25])[CH:3]=1.[Cl:31]N1C(=O)CCC1=O, predict the reaction product. The product is: [NH2:1][C:2]1[N:6]([C:7]2[CH:12]=[C:11]([S:13][CH2:14][C:15]([F:17])([F:18])[F:16])[C:10]([CH3:19])=[CH:9][C:8]=2[F:20])[N:5]=[C:4]([O:21][C:22]([F:29])([F:30])[CH:23]([F:28])[C:24]([F:25])([F:26])[F:27])[C:3]=1[Cl:31]. (4) Given the reactants [C:1]([Si:5]([O:8][C:9]1[CH:14]=[CH:13][C:12]([C:15]([CH2:27][CH3:28])([C:18]2[CH:23]=[CH:22][C:21]([C:24]#[CH:25])=[C:20]([CH3:26])[CH:19]=2)[CH2:16][CH3:17])=[CH:11][C:10]=1[CH3:29])([CH3:7])[CH3:6])([CH3:4])([CH3:3])[CH3:2].CCCCCC.[F:36][C:37]([F:48])([F:47])[C:38]([CH3:46])([C:42]([F:45])([F:44])[F:43])[C:39](F)=[O:40], predict the reaction product. The product is: [C:1]([Si:5]([CH3:7])([CH3:6])[O:8][C:9]1[CH:14]=[CH:13][C:12]([C:15]([C:18]2[CH:23]=[CH:22][C:21]([C:24]#[C:25][C:39](=[O:40])[C:38]([CH3:46])([C:37]([F:47])([F:36])[F:48])[C:42]([F:45])([F:44])[F:43])=[C:20]([CH3:26])[CH:19]=2)([CH2:27][CH3:28])[CH2:16][CH3:17])=[CH:11][C:10]=1[CH3:29])([CH3:4])([CH3:3])[CH3:2]. (5) Given the reactants [CH3:1][O:2][CH2:3][O:4][C:5]1[CH:10]=[CH:9][CH:8]=[C:7]([CH2:11][CH2:12][CH3:13])[CH:6]=1.[Li]C(C)(C)C.[CH:19](=[O:22])[CH2:20][CH3:21], predict the reaction product. The product is: [CH3:1][O:2][CH2:3][O:4][C:5]1[CH:6]=[C:7]([CH2:11][CH2:12][CH3:13])[CH:8]=[CH:9][C:10]=1[CH:19]([OH:22])[CH2:20][CH3:21]. (6) Given the reactants [Br:1][C:2]1[CH:7]=[C:6]([NH2:8])[CH:5]=[C:4]([Br:9])[N:3]=1.[N+:10]([O-])([OH:12])=[O:11], predict the reaction product. The product is: [Br:1][C:2]1[C:7]([N+:10]([O-:12])=[O:11])=[C:6]([NH2:8])[CH:5]=[C:4]([Br:9])[N:3]=1. (7) Given the reactants [Cl:1][C:2]1[CH:3]=[C:4]([N:10]2[C:14]([CH3:15])=[C:13]([CH2:16][C:17]3[CH:25]=[CH:24][C:20]([C:21]([OH:23])=O)=[CH:19][CH:18]=3)[C:12]([CH3:26])=[N:11]2)[CH:5]=[CH:6][C:7]=1[C:8]#[N:9].[CH3:27][NH:28][CH2:29][CH2:30][OH:31], predict the reaction product. The product is: [Cl:1][C:2]1[CH:3]=[C:4]([N:10]2[C:14]([CH3:15])=[C:13]([CH2:16][C:17]3[CH:25]=[CH:24][C:20]([C:21]([N:28]([CH2:29][CH2:30][OH:31])[CH3:27])=[O:23])=[CH:19][CH:18]=3)[C:12]([CH3:26])=[N:11]2)[CH:5]=[CH:6][C:7]=1[C:8]#[N:9].